Predict the reactants needed to synthesize the given product. From a dataset of Full USPTO retrosynthesis dataset with 1.9M reactions from patents (1976-2016). Given the product [C:1]([N:9]1[CH2:10][CH2:11][CH:12]([C:15](=[O:17])[C:26]2[CH:25]=[CH:24][C:23]([F:22])=[CH:28][C:27]=2[F:29])[CH2:13][CH2:14]1)(=[O:8])[C:2]1[CH:3]=[CH:4][CH:5]=[CH:6][CH:7]=1, predict the reactants needed to synthesize it. The reactants are: [C:1]([N:9]1[CH2:14][CH2:13][CH:12]([C:15]([OH:17])=O)[CH2:11][CH2:10]1)(=[O:8])[C:2]1[CH:7]=[CH:6][CH:5]=[CH:4][CH:3]=1.S(Cl)(Cl)=O.[F:22][C:23]1[CH:28]=[C:27]([F:29])[CH:26]=[CH:25][CH:24]=1.[Cl-].[Al+3].[Cl-].[Cl-].Cl.